Dataset: Full USPTO retrosynthesis dataset with 1.9M reactions from patents (1976-2016). Task: Predict the reactants needed to synthesize the given product. (1) Given the product [CH:8]1[C:7]2[C:16]3=[C:15]4[C:4](=[CH:5][CH:6]=2)[CH:3]=[CH:2][CH:1]=[C:14]4[CH:13]=[CH:12][C:11]3=[CH:10][CH:9]=1.[C:1], predict the reactants needed to synthesize it. The reactants are: [C:1]1(C(O)=O)[C:14]2[C:15]3=[C:16]4[C:11](=[CH:12][CH:13]=2)[CH:10]=[CH:9][CH:8]=[C:7]4[CH:6]=[CH:5][C:4]3=[CH:3][CH:2]=1. (2) Given the product [O:13]1[CH2:14][CH:11]([NH:10][C:6]2[CH:7]=[CH:8][CH:9]=[C:4]([NH2:1])[CH:5]=2)[CH2:12]1, predict the reactants needed to synthesize it. The reactants are: [N+:1]([C:4]1[CH:5]=[C:6]([NH:10][CH:11]2[CH2:14][O:13][CH2:12]2)[CH:7]=[CH:8][CH:9]=1)([O-])=O. (3) Given the product [S:12]1[CH:13]=[C:9]([C:6]2[CH:5]=[CH:4][C:3]([OH:2])=[CH:8][CH:7]=2)[C:10]2[CH:17]=[CH:16][CH:15]=[CH:14][C:11]1=2, predict the reactants needed to synthesize it. The reactants are: C[O:2][C:3]1[CH:8]=[CH:7][C:6]([C:9]2[C:10]3[CH:17]=[CH:16][CH:15]=[CH:14][C:11]=3[S:12][CH:13]=2)=[CH:5][CH:4]=1.ClCCl.B(Br)(Br)Br.O.